From a dataset of Full USPTO retrosynthesis dataset with 1.9M reactions from patents (1976-2016). Predict the reactants needed to synthesize the given product. (1) Given the product [OH:2][C:3]1[CH:4]=[CH:5][C:6]([C:9]2[CH:14]=[CH:13][C:12]([C:15]#[N:16])=[CH:11][C:10]=2[CH3:17])=[CH:7][CH:8]=1, predict the reactants needed to synthesize it. The reactants are: C[O:2][C:3]1[CH:8]=[CH:7][C:6]([C:9]2[CH:14]=[CH:13][C:12]([C:15]#[N:16])=[CH:11][C:10]=2[CH3:17])=[CH:5][CH:4]=1.B(Br)(Br)Br. (2) Given the product [N:24]1([C:30]2[CH:31]=[C:32]([NH:42][C:2]3[N:7]=[C:6]([C:8]([F:11])([F:10])[F:9])[CH:5]=[CH:4][N:3]=3)[CH:33]=[C:34]([C:36]3[CH:41]=[CH:40][CH:39]=[CH:38][CH:37]=3)[CH:35]=2)[CH2:25][CH2:26][O:27][CH2:28][CH2:29]1, predict the reactants needed to synthesize it. The reactants are: Cl[C:2]1[N:7]=[C:6]([C:8]([F:11])([F:10])[F:9])[CH:5]=[CH:4][N:3]=1.S(O)(C1C=CC(C)=CC=1)(=O)=O.O.[N:24]1([C:30]2[CH:31]=[C:32]([NH2:42])[CH:33]=[C:34]([C:36]3[CH:41]=[CH:40][CH:39]=[CH:38][CH:37]=3)[CH:35]=2)[CH2:29][CH2:28][O:27][CH2:26][CH2:25]1. (3) The reactants are: CC1(C)C(C)(C)OB([C:9]2[CH:14]=[CH:13][C:12]([O:15][C:16]3[CH:21]=[CH:20][C:19]([O:22][C:23]([F:26])([F:25])[F:24])=[CH:18][CH:17]=3)=[CH:11][CH:10]=2)O1.[NH2:28][C:29](=[O:43])[C@@H:30]([NH:32][C:33]1[N:38]=[C:37](Cl)[N:36]=[C:35]([C:40]([NH2:42])=[O:41])[CH:34]=1)[CH3:31].C([O-])([O-])=O.[Na+].[Na+]. Given the product [NH2:28][C:29](=[O:43])[C@@H:30]([NH:32][C:33]1[N:38]=[C:37]([C:9]2[CH:10]=[CH:11][C:12]([O:15][C:16]3[CH:17]=[CH:18][C:19]([O:22][C:23]([F:24])([F:25])[F:26])=[CH:20][CH:21]=3)=[CH:13][CH:14]=2)[N:36]=[C:35]([C:40]([NH2:42])=[O:41])[CH:34]=1)[CH3:31], predict the reactants needed to synthesize it. (4) Given the product [CH:29]1[CH:30]=[CH:31][C:26]([O:19][C:20]2[CH:21]=[CH:22][C:23]([NH:37][C:38]([NH:18][C:10]3[CH:11]=[CH:12][C:13]([S:14]([NH2:17])(=[O:15])=[O:16])=[CH:8][CH:9]=3)=[O:39])=[CH:24][CH:25]=2)=[CH:27][CH:28]=1, predict the reactants needed to synthesize it. The reactants are: NC1C=CC([C:8]2[C:13]([S:14]([NH2:17])(=[O:16])=[O:15])=[CH:12][CH:11]=[C:10]([NH2:18])[CH:9]=2)=CC=1.[O:19]([C:26]1[CH:31]=[CH:30][CH:29]=[CH:28][C:27]=1N=C=O)[C:20]1[CH:25]=[CH:24][CH:23]=[CH:22][CH:21]=1.[K+].[Br-].[NH2:37][C:38](N)=[O:39]. (5) Given the product [Cl:1][C:2]1[CH:7]=[CH:6][C:5]([C:8]2[N:13]=[C:12]([C:14]([NH:47][N:46]3[CH2:43][CH2:44][CH2:45][CH2:40][CH2:41]3)=[O:18])[C:11]([C:16]([O:15][CH2:26][CH2:27][CH2:28][CH3:29])=[O:17])=[N:10][C:9]=2[C:19]2[CH:24]=[CH:23][C:22]([Cl:25])=[CH:21][CH:20]=2)=[CH:4][CH:3]=1, predict the reactants needed to synthesize it. The reactants are: [Cl:1][C:2]1[CH:7]=[CH:6][C:5]([C:8]2[N:13]=[C:12]3[C:14](=[O:18])[O:15][C:16](=[O:17])[C:11]3=[N:10][C:9]=2[C:19]2[CH:24]=[CH:23][C:22]([Cl:25])=[CH:21][CH:20]=2)=[CH:4][CH:3]=1.[CH2:26](O)[CH2:27][CH2:28][CH3:29].CN(C(ON1[N:47]=[N:46][C:41]2C=[CH:43][CH:44]=[CH:45][C:40]1=2)=[N+](C)C)C.F[P-](F)(F)(F)(F)F.N1(N)CCCCC1.CCN(C(C)C)C(C)C. (6) Given the product [Cl:1][C:2]1[C:3]([NH:15][C:16]([C:18]2[C:26]3[C:21](=[CH:22][CH:23]=[CH:24][C:25]=3[F:27])[N:20]([CH3:28])[CH:19]=2)=[O:17])=[CH:4][C:5]([F:14])=[C:6]([CH2:8][C:9]([OH:11])=[O:10])[CH:7]=1, predict the reactants needed to synthesize it. The reactants are: [Cl:1][C:2]1[C:3]([NH:15][C:16]([C:18]2[C:26]3[C:21](=[CH:22][CH:23]=[CH:24][C:25]=3[F:27])[N:20]([CH3:28])[CH:19]=2)=[O:17])=[CH:4][C:5]([F:14])=[C:6]([CH2:8][C:9]([O:11]CC)=[O:10])[CH:7]=1.[OH-].[Na+].Cl. (7) The reactants are: Br.[NH2:2][C@H:3]1[C:9](=[O:10])[NH:8][C:7]2[CH:11]=[CH:12][CH:13]=[CH:14][C:6]=2[S:5][C@H:4]1[C:15]1[CH:20]=[CH:19][CH:18]=[CH:17][CH:16]=1.[CH:21]1[CH:26]=[CH:25][C:24]([CH2:27][C@H:28]([NH:43]C(OCC2C3C(=CC=CC=3)C3C2=CC=CC=3)=O)[C:29](OC2C(F)=C(F)C(F)=C(F)C=2F)=[O:30])=[CH:23][CH:22]=1.CCN(C(C)C)C(C)C.C1CCN2C(=NCCC2)CC1. Given the product [O:10]=[C:9]1[NH:8][C:7]2[CH:11]=[CH:12][CH:13]=[CH:14][C:6]=2[S:5][C@@H:4]([C:15]2[CH:16]=[CH:17][CH:18]=[CH:19][CH:20]=2)[C@H:3]1[NH:2][C:29](=[O:30])[C@H:28]([CH2:27][C:24]1[CH:23]=[CH:22][CH:21]=[CH:26][CH:25]=1)[NH2:43], predict the reactants needed to synthesize it.